Dataset: Full USPTO retrosynthesis dataset with 1.9M reactions from patents (1976-2016). Task: Predict the reactants needed to synthesize the given product. (1) The reactants are: [Cl:1][C:2]1[C:7]([C:8]([F:11])([F:10])[F:9])=[CH:6][CH:5]=[CH:4][C:3]=1[CH2:12][NH:13][C:14](=[O:27])[CH:15]([N:18](C)[C:19](=O)OC(C)(C)C)[CH2:16][OH:17].FC(F)(F)C(O)=O. Given the product [Cl:1][C:2]1[C:7]([C:8]([F:11])([F:10])[F:9])=[CH:6][CH:5]=[CH:4][C:3]=1[CH2:12][NH:13][C:14](=[O:27])[C@H:15]([CH2:16][OH:17])[NH:18][CH3:19], predict the reactants needed to synthesize it. (2) Given the product [NH:3]1[C:4]2[CH:9]=[CH:8][CH:7]=[CH:6][C:5]=2[N:1]=[C:2]1[CH:10]([O:19][CH:20]1[CH2:25][CH2:24][N:23]([CH3:26])[CH2:22][CH2:21]1)[C:11]1[CH:12]=[C:13]([CH:16]=[CH:17][CH:18]=1)[CH:14]=[C:33]1[NH:27][C:28](=[NH:34])[NH:30][C:31]1=[O:32], predict the reactants needed to synthesize it. The reactants are: [NH:1]1[C:5]2[CH:6]=[CH:7][CH:8]=[CH:9][C:4]=2[N:3]=[C:2]1[CH:10]([O:19][CH:20]1[CH2:25][CH2:24][N:23]([CH3:26])[CH2:22][CH2:21]1)[C:11]1[CH:12]=[C:13]([CH:16]=[CH:17][CH:18]=1)[CH:14]=O.[NH:27]1[CH2:33][C:31](=[O:32])[NH:30][C:28]1=S.[NH:34]1CCCCC1. (3) Given the product [C:1]([O:5][CH:6]([C:10]1[C:19]([CH3:20])=[C:18]([CH2:21][N:22]2[CH2:24][CH2:36][O:35][CH2:34][CH2:23]2)[C:17]2[C:12](=[CH:13][CH:14]=[CH:15][CH:16]=2)[C:11]=1[C:25]1[CH:26]=[CH:27][C:28]([Cl:31])=[CH:29][CH:30]=1)[C:7]([OH:9])=[O:8])([CH3:4])([CH3:2])[CH3:3], predict the reactants needed to synthesize it. The reactants are: [C:1]([O:5][CH:6]([C:10]1[C:19]([CH3:20])=[C:18]([CH2:21][N:22]([CH3:24])[CH3:23])[C:17]2[C:12](=[CH:13][CH:14]=[CH:15][CH:16]=2)[C:11]=1[C:25]1[CH:30]=[CH:29][C:28]([Cl:31])=[CH:27][CH:26]=1)[C:7]([OH:9])=[O:8])([CH3:4])([CH3:3])[CH3:2].N1C[CH2:36][O:35][CH2:34]C1. (4) Given the product [ClH:31].[CH:14]1([C:12](=[O:13])[CH:11]([N:8]2[CH2:9][CH2:10][CH:5]([SH:4])/[C:6](=[CH:24]/[C:25]3[CH:30]=[N:29][CH:28]=[CH:27][N:26]=3)/[CH2:7]2)[C:17]2[CH:22]=[CH:21][CH:20]=[CH:19][C:18]=2[F:23])[CH2:16][CH2:15]1, predict the reactants needed to synthesize it. The reactants are: C([S:4][CH:5]1[CH2:10][CH2:9][N:8]([CH:11]([C:17]2[CH:22]=[CH:21][CH:20]=[CH:19][C:18]=2[F:23])[C:12]([CH:14]2[CH2:16][CH2:15]2)=[O:13])[CH2:7]/[C:6]/1=[CH:24]\[C:25]1[CH:30]=[N:29][CH:28]=[CH:27][N:26]=1)(=O)C.[ClH:31].C(#N)C. (5) Given the product [C:1]([C:3](=[CH:21][C:20]1[CH:23]=[CH:24][C:25]([OH:26])=[C:18]([OH:17])[CH:19]=1)[C:4]([NH:6][CH2:7][CH2:8][CH:9]([NH:11][C:12](=[O:16])[C:13]([C:14]#[N:15])=[CH:21][C:20]1[CH:23]=[CH:24][C:25]([OH:26])=[C:18]([OH:17])[CH:19]=1)[CH3:10])=[O:5])#[N:2], predict the reactants needed to synthesize it. The reactants are: [C:1]([CH2:3][C:4]([NH:6][CH2:7][CH2:8][CH:9]([NH:11][C:12](=[O:16])[CH2:13][C:14]#[N:15])[CH3:10])=[O:5])#[N:2].[OH:17][C:18]1[CH:19]=[C:20]([CH:23]=[CH:24][C:25]=1[OH:26])[CH:21]=O. (6) The reactants are: [OH:1][CH:2]1[CH2:7][CH2:6][C:5]([C:12]2[CH:17]=[CH:16][CH:15]=[C:14]([O:18][CH3:19])[CH:13]=2)([C:8]([O:10][CH3:11])=[O:9])[CH2:4][CH2:3]1.[C:20]1(P([C:20]2[CH:25]=[CH:24][CH:23]=[CH:22][CH:21]=2)[C:20]2[CH:25]=[CH:24][CH:23]=[CH:22][CH:21]=2)[CH:25]=[CH:24][CH:23]=[CH:22][CH:21]=1.C1(O)C=CC=CC=1.N(C(OCC)=O)=NC(OCC)=O. Given the product [CH3:19][O:18][C:14]1[CH:13]=[C:12]([C:5]2([C:8]([O:10][CH3:11])=[O:9])[CH2:6][CH2:7][CH:2]([O:1][C:20]3[CH:25]=[CH:24][CH:23]=[CH:22][CH:21]=3)[CH2:3][CH2:4]2)[CH:17]=[CH:16][CH:15]=1, predict the reactants needed to synthesize it. (7) Given the product [Br:1][CH2:2][C@@H:3]([OH:25])[C@@H:4]([NH:14][C:15](=[O:24])[O:16][CH2:17][C:18]1[CH:23]=[CH:22][CH:21]=[CH:20][CH:19]=1)[CH2:5][C:6]1[CH:7]=[C:8]([Cl:13])[CH:9]=[C:10]([Cl:12])[CH:11]=1, predict the reactants needed to synthesize it. The reactants are: [Br:1][CH2:2][C:3](=[O:25])[C@@H:4]([NH:14][C:15](=[O:24])[O:16][CH2:17][C:18]1[CH:23]=[CH:22][CH:21]=[CH:20][CH:19]=1)[CH2:5][C:6]1[CH:11]=[C:10]([Cl:12])[CH:9]=[C:8]([Cl:13])[CH:7]=1. (8) Given the product [F:10][C:4]1[C:3]([CH3:11])=[C:2]([N:1]=[C:13]=[O:14])[CH:9]=[CH:8][C:5]=1[C:6]#[N:7], predict the reactants needed to synthesize it. The reactants are: [NH2:1][C:2]1[CH:9]=[CH:8][C:5]([C:6]#[N:7])=[C:4]([F:10])[C:3]=1[CH3:11].N(C1C2CCCCC=2C(C#N)=CC=1)=[C:13]=[O:14]. (9) Given the product [CH3:17][C:18]1[CH:23]=[CH:22][N:21]=[C:20]([NH:2][C:1](=[O:8])[O:3][C:4]([CH3:7])([CH3:6])[CH3:5])[N:19]=1, predict the reactants needed to synthesize it. The reactants are: [C:1](=[O:8])([O:3][C:4]([CH3:7])([CH3:6])[CH3:5])[NH2:2].[C:1](=[O:8])([O:3][C:4]([CH3:7])([CH3:6])[CH3:5])[NH2:2].[CH3:17][C:18]1[CH:23]=[CH:22][N:21]=[C:20](N)[N:19]=1.